From a dataset of Catalyst prediction with 721,799 reactions and 888 catalyst types from USPTO. Predict which catalyst facilitates the given reaction. (1) Reactant: [Cl:1][C:2]1[N:7]=[C:6](Cl)[C:5]([CH:9]=O)=[C:4]([Cl:11])[N:3]=1.Cl.[C:13]([NH:17][NH2:18])([CH3:16])([CH3:15])[CH3:14]. Product: [C:13]([N:17]1[C:6]2=[N:7][C:2]([Cl:1])=[N:3][C:4]([Cl:11])=[C:5]2[CH:9]=[N:18]1)([CH3:16])([CH3:15])[CH3:14]. The catalyst class is: 14. (2) Reactant: [F:1][C:2]1[C:7]([CH3:8])=[CH:6][C:5]([N+:9]([O-])=O)=[CH:4][C:3]=1[C@:12]1([CH2:23][F:24])[CH2:17][C@@H:16]([C:18]([F:21])([F:20])[F:19])[O:15][C:14]([NH2:22])=[N:13]1.N#N.C(O)(=O)C. Product: [NH2:9][C:5]1[CH:6]=[C:7]([CH3:8])[C:2]([F:1])=[C:3]([C@:12]2([CH2:23][F:24])[CH2:17][C@@H:16]([C:18]([F:21])([F:19])[F:20])[O:15][C:14]([NH2:22])=[N:13]2)[CH:4]=1. The catalyst class is: 50. (3) Reactant: C([O:3][C:4](=O)[C@H:5]([O:7][C:8]1[CH:13]=[C:12]([NH:14][S:15]([N:18]2[CH2:21][CH2:20][CH2:19]2)(=[O:17])=[O:16])[N:11]=[C:10]([S:22][CH2:23][C:24]2[CH:29]=[CH:28][CH:27]=[C:26]([F:30])[C:25]=2[F:31])[N:9]=1)[CH3:6])C.[BH4-].[Li+]. Product: [F:31][C:25]1[C:26]([F:30])=[CH:27][CH:28]=[CH:29][C:24]=1[CH2:23][S:22][C:10]1[N:11]=[C:12]([NH:14][S:15]([N:18]2[CH2:21][CH2:20][CH2:19]2)(=[O:16])=[O:17])[CH:13]=[C:8]([O:7][C@H:5]([CH3:6])[CH2:4][OH:3])[N:9]=1. The catalyst class is: 1. (4) Reactant: [H-].[Na+].[NH:3]1[C:11]2[C:6](=[CH:7][CH:8]=[CH:9][N:10]=2)[CH:5]=[CH:4]1.[C:12]1(=O)[CH2:17][CH2:16][CH2:15][CH2:14][CH2:13]1. Product: [C:12]1([C:5]2[C:6]3[C:11](=[N:10][CH:9]=[CH:8][CH:7]=3)[NH:3][CH:4]=2)[CH2:17][CH2:16][CH2:15][CH2:14][CH:13]=1. The catalyst class is: 5. (5) Reactant: [NH:1]1[C:9]2[C:4](=[C:5]([C:10]3[N:11]=[C:12]([N:26]4[CH2:31][CH2:30][O:29][CH2:28][CH2:27]4)[C:13]4[S:18][C:17]([CH2:19][N:20]5[CH2:25][CH2:24][NH:23][CH2:22][CH2:21]5)=[CH:16][C:14]=4[N:15]=3)[CH:6]=[CH:7][CH:8]=2)[CH:3]=[N:2]1.[O:32]1[CH:34]([CH2:35][O:36][C:37]2[CH:42]=[CH:41][CH:40]=[CH:39][CH:38]=2)[CH2:33]1. Product: [NH:1]1[C:9]2[C:4](=[C:5]([C:10]3[N:11]=[C:12]([N:26]4[CH2:27][CH2:28][O:29][CH2:30][CH2:31]4)[C:13]4[S:18][C:17]([CH2:19][N:20]5[CH2:21][CH2:22][N:23]([CH2:33][CH:34]([OH:32])[CH2:35][O:36][C:37]6[CH:42]=[CH:41][CH:40]=[CH:39][CH:38]=6)[CH2:24][CH2:25]5)=[CH:16][C:14]=4[N:15]=3)[CH:6]=[CH:7][CH:8]=2)[CH:3]=[N:2]1. The catalyst class is: 85. (6) Reactant: Br[CH2:2][CH2:3][CH2:4][CH2:5][CH2:6][N:7]1[C:15](=[O:16])[C:14]2[N:13](CC=C)[C:12]([Cl:20])=[N:11][C:10]=2[N:9]([CH2:21][CH2:22][CH2:23][CH3:24])[C:8]1=[O:25].[C:26]1(=[O:36])[NH:30][C:29](=[O:31])[C:28]2=[CH:32][CH:33]=[CH:34][CH:35]=[C:27]12.[K].[NH:38]1[CH2:43][CH2:42][O:41][CH2:40][CH2:39]1. Product: [CH2:21]([N:9]1[C:10]2[N:11]=[C:12]([Cl:20])[NH:13][C:14]=2[C:15](=[O:16])[N:7]([CH2:6][CH2:5][CH2:4][CH2:3][CH2:2][NH:30][C:29](=[O:31])[C:28]2[CH:32]=[CH:33][CH:34]=[CH:35][C:27]=2[C:26]([N:38]2[CH2:43][CH2:42][O:41][CH2:40][CH2:39]2)=[O:36])[C:8]1=[O:25])[CH2:22][CH2:23][CH3:24]. The catalyst class is: 128. (7) Reactant: [O-2].[Nd+3:2].[O-2].[O-2].[Nd+3].[Nd].[Cl-].[Nd+3].[Cl-].[Cl-].[CH2:11]([CH:13]([CH2:28][CH2:29][CH2:30][CH3:31])[CH2:14][O:15][P:16](=[O:27])([OH:26])[O:17][CH2:18][CH:19]([CH2:24][CH3:25])[CH2:20][CH2:21][CH2:22][CH3:23])[CH3:12].CC1CCCCC1. Product: [CH2:11]([CH:13]([CH2:28][CH2:29][CH2:30][CH3:31])[CH2:14][O:15][P:16]([O-:27])([O:17][CH2:18][CH:19]([CH2:24][CH3:25])[CH2:20][CH2:21][CH2:22][CH3:23])=[O:26])[CH3:12].[Nd+:2]. The catalyst class is: 6.